This data is from Forward reaction prediction with 1.9M reactions from USPTO patents (1976-2016). The task is: Predict the product of the given reaction. (1) Given the reactants [CH2:1]([N:4]([CH2:12][CH:13]=C)[C:5](=[O:11])[O:6][C:7]([CH3:10])([CH3:9])[CH3:8])[CH:2]=C.[Br:15][C:16]1[CH:17]=[C:18]2[C:22](=[CH:23][CH:24]=1)[CH2:21][CH:20]([NH2:25])[CH2:19]2.C(N(CC)CC)C.C(O[BH-](OC(=O)C)OC(=O)C)(=O)C.[Na+], predict the reaction product. The product is: [Br:15][C:16]1[CH:17]=[C:18]2[C:22](=[CH:23][CH:24]=1)[CH2:21][CH:20]([N:25]1[CH2:2][CH2:1][N:4]([C:5]([O:6][C:7]([CH3:8])([CH3:9])[CH3:10])=[O:11])[CH2:12][CH2:13]1)[CH2:19]2. (2) Given the reactants [CH3:1][C:2]1([CH3:15])[C@@H:4]2[CH2:5][C:6]3[C:10]([C@H:3]12)=[C:9]([CH3:11])[S:8][C:7]=3[C:12]([OH:14])=O.CN(C(ON1N=NC2C=CC=CC1=2)=[N+](C)C)C.[B-](F)(F)(F)F.C(N(C(C)C)C(C)C)C.Cl.[NH2:48][CH2:49][C:50]1[CH:55]=[CH:54][C:53]([OH:56])=[C:52]([CH3:57])[CH:51]=1, predict the reaction product. The product is: [OH:56][C:53]1[CH:54]=[CH:55][C:50]([CH2:49][NH:48][C:12]([C:7]2[S:8][C:9]([CH3:11])=[C:10]3[C:6]=2[CH2:5][C@H:4]2[C:2]([CH3:1])([CH3:15])[C@H:3]23)=[O:14])=[CH:51][C:52]=1[CH3:57]. (3) Given the reactants [CH2:1]([O:3][C:4]1[CH:12]=[CH:11][C:7]([C:8]([OH:10])=O)=[CH:6][CH:5]=1)[CH3:2].Cl.[NH2:14][C:15]1([C:18]([O:20][CH2:21][CH3:22])=[O:19])[CH2:17][CH2:16]1.Cl.CN(C)CCCN=C=NCC.ON1C2C=CC=CC=2N=N1.C(N(C(C)C)CC)(C)C, predict the reaction product. The product is: [CH2:1]([O:3][C:4]1[CH:5]=[CH:6][C:7]([C:8]([NH:14][C:15]2([C:18]([O:20][CH2:21][CH3:22])=[O:19])[CH2:17][CH2:16]2)=[O:10])=[CH:11][CH:12]=1)[CH3:2].